This data is from Catalyst prediction with 721,799 reactions and 888 catalyst types from USPTO. The task is: Predict which catalyst facilitates the given reaction. (1) Reactant: CS(O[CH2:6][CH:7]1[S:11][C:10]([C:12]2[NH:13][C:14]3[C:19]([CH:20]=2)=[CH:18][CH:17]=[CH:16][C:15]=3[N:21]([CH3:31])[S:22]([C:25]2[CH:30]=[CH:29][CH:28]=[CH:27][N:26]=2)(=[O:24])=[O:23])=[N:9][CH2:8]1)(=O)=O.[NH:32]1[CH:36]=[N:35][CH:34]=[N:33]1.C(=O)([O-])[O-].[K+].[K+].CN(C)C=O. Product: [CH3:31][N:21]([C:15]1[CH:16]=[CH:17][CH:18]=[C:19]2[C:14]=1[NH:13][C:12]([C:10]1[S:11][CH:7]([CH2:6][N:32]3[CH:36]=[N:35][CH:34]=[N:33]3)[CH2:8][N:9]=1)=[CH:20]2)[S:22]([C:25]1[CH:30]=[CH:29][CH:28]=[CH:27][N:26]=1)(=[O:24])=[O:23]. The catalyst class is: 6. (2) Reactant: Br[C:2]1[C:3]([NH2:14])=[CH:4][C:5]([N:8]2[CH2:13][CH2:12][O:11][CH2:10][CH2:9]2)=[N:6][CH:7]=1.[CH3:15][C:16]1([CH3:30])[C:20](B2OC(C)(C)C(C)(C)O2)=[CH:19][CH2:18][CH2:17]1.C1(P(C2CCCCC2)C2CCCCC2)CCCCC1.[O-]P([O-])([O-])=O.[K+].[K+].[K+]. Product: [CH3:15][C:16]1([CH3:30])[C:17]([C:2]2[C:3]([NH2:14])=[CH:4][C:5]([N:8]3[CH2:13][CH2:12][O:11][CH2:10][CH2:9]3)=[N:6][CH:7]=2)=[CH:18][CH2:19][CH2:20]1. The catalyst class is: 552. (3) Reactant: [Cl:1][C:2]1[CH:3]=[C:4]([C:14]2[N:23]=[CH:22][C:21]3[CH2:20][CH2:19][CH:18]=[C:17]([O:24]CC)[C:16]=3[N:15]=2)[CH:5]=[CH:6][C:7]=1[N:8]1[CH2:13][CH2:12][O:11][CH2:10][CH2:9]1.C([O-])(O)=O.[Na+]. Product: [Cl:1][C:2]1[CH:3]=[C:4]([C:14]2[N:23]=[CH:22][C:21]3[CH2:20][CH2:19][CH2:18][C:17](=[O:24])[C:16]=3[N:15]=2)[CH:5]=[CH:6][C:7]=1[N:8]1[CH2:13][CH2:12][O:11][CH2:10][CH2:9]1. The catalyst class is: 15. (4) Reactant: O1CCOC[CH2:2]1.Br[C:8]1[CH:9]=[C:10]([CH2:17][N:18]2[CH:23]=[N:22][C:21]([N:24]3[CH2:29][CH2:28][N:27]([C:30]4[CH:35]=[CH:34][C:33]([F:36])=[CH:32][CH:31]=4)[CH2:26][CH2:25]3)=[N:20][C:19]2=[O:37])[S:11][C:12]=1[C:13]([F:16])([F:15])[F:14].B(OC)(OC)OC.C(=O)([O-])[O-].[Na+].[Na+]. Product: [F:36][C:33]1[CH:34]=[CH:35][C:30]([N:27]2[CH2:28][CH2:29][N:24]([C:21]3[N:22]=[CH:23][N:18]([CH2:17][C:10]4[S:11][C:12]([C:13]([F:16])([F:15])[F:14])=[C:8]([CH3:2])[CH:9]=4)[C:19](=[O:37])[N:20]=3)[CH2:25][CH2:26]2)=[CH:31][CH:32]=1. The catalyst class is: 690. (5) Reactant: [CH3:1][O:2][C:3](=[O:22])[CH:4]([O:20][CH3:21])[CH2:5][C:6]1[CH:11]=[CH:10][CH:9]=[C:8]([O:12]CC2C=CC=CC=2)[CH:7]=1. Product: [CH3:1][O:2][C:3](=[O:22])[CH:4]([O:20][CH3:21])[CH2:5][C:6]1[CH:11]=[CH:10][CH:9]=[C:8]([OH:12])[CH:7]=1. The catalyst class is: 43. (6) Product: [NH:28]1[C:29]2[C:25](=[CH:24][CH:23]=[C:22]([NH:21][C:4]3[C:5]4[CH:10]=[CH:9][N:8]([S:11]([C:14]5[CH:20]=[CH:19][C:17]([CH3:18])=[CH:16][CH:15]=5)(=[O:13])=[O:12])[C:6]=4[N:7]=[C:2]([NH:31][C:32]4[CH:37]=[CH:36][C:35]([N:38]5[CH2:39][CH2:40][CH:41]([OH:44])[CH2:42][CH2:43]5)=[CH:34][CH:33]=4)[N:3]=3)[CH:30]=2)[CH:26]=[N:27]1. Reactant: Cl[C:2]1[N:3]=[C:4]([NH:21][C:22]2[CH:30]=[C:29]3[C:25]([CH:26]=[N:27][NH:28]3)=[CH:24][CH:23]=2)[C:5]2[CH:10]=[CH:9][N:8]([S:11]([C:14]3[CH:20]=[CH:19][C:17]([CH3:18])=[CH:16][CH:15]=3)(=[O:13])=[O:12])[C:6]=2[N:7]=1.[NH2:31][C:32]1[CH:37]=[CH:36][C:35]([N:38]2[CH2:43][CH2:42][CH:41]([OH:44])[CH2:40][CH2:39]2)=[CH:34][CH:33]=1.C[Si](Cl)(C)C. The catalyst class is: 51.